Dataset: Forward reaction prediction with 1.9M reactions from USPTO patents (1976-2016). Task: Predict the product of the given reaction. (1) Given the reactants [OH:1][CH:2]([C:21]1[C:30]2[C:25](=[CH:26][CH:27]=[C:28]([O:31][CH3:32])[CH:29]=2)[N:24]=[CH:23][C:22]=1[F:33])[CH2:3][CH2:4][CH:5]1[CH2:10][CH2:9][N:8](C(OC(C)(C)C)=O)[CH2:7][CH:6]1[C:18]([OH:20])=[O:19].S(Cl)([Cl:36])=O.[CH3:38]O, predict the reaction product. The product is: [ClH:36].[ClH:36].[OH:1][CH:2]([C:21]1[C:30]2[C:25](=[CH:26][CH:27]=[C:28]([O:31][CH3:32])[CH:29]=2)[N:24]=[CH:23][C:22]=1[F:33])[CH2:3][CH2:4][CH:5]1[CH2:10][CH2:9][NH:8][CH2:7][CH:6]1[C:18]([O:20][CH3:38])=[O:19]. (2) Given the reactants [C:1]([OH:8])(=[O:7])/[CH:2]=[CH:3]/[C:4]([OH:6])=[O:5].CC(C)=O.O.[CH:14]1[CH:15]=[CH:16][C:17]2[S:28][C:27]3[CH:26]=[CH:25][CH:24]=[CH:23][C:22]=3[N:21]=[C:20]([N:29]3[CH2:34][CH2:33][N:32]([CH2:35][CH2:36][O:37][CH2:38][CH2:39][OH:40])[CH2:31][CH2:30]3)[C:18]=2[CH:19]=1, predict the reaction product. The product is: [CH2:31]1[N:32]([CH2:35][CH2:36][O:37][CH2:38][CH2:39][OH:40])[CH2:33][CH2:34][N:29]([C:20]2[C:18]3[C:17](=[CH:16][CH:15]=[CH:14][CH:19]=3)[S:28][C:27]3[C:22](=[CH:23][CH:24]=[CH:25][CH:26]=3)[N:21]=2)[CH2:30]1.[CH2:31]1[N:32]([CH2:35][CH2:36][O:37][CH2:38][CH2:39][OH:40])[CH2:33][CH2:34][N:29]([C:20]2[C:18]3[C:17](=[CH:16][CH:15]=[CH:14][CH:19]=3)[S:28][C:27]3[C:22](=[CH:23][CH:24]=[CH:25][CH:26]=3)[N:21]=2)[CH2:30]1.[CH:2](/[C:1]([OH:8])=[O:7])=[CH:3]\[C:4]([OH:6])=[O:5]. (3) Given the reactants [NH:1]1[C:5]2[CH:6]=[CH:7][CH:8]=[CH:9][C:4]=2[N:3]=[C:2]1[C:10]([OH:12])=O.Cl.[CH:14]([N:17]1[CH2:22][CH2:21][CH:20]([NH2:23])[CH2:19][CH2:18]1)([CH3:16])[CH3:15].C1N(P(Cl)(N2C(=O)OCC2)=O)C(=O)OC1.C([O-])(O)=O.[Na+], predict the reaction product. The product is: [CH:14]([N:17]1[CH2:22][CH2:21][CH:20]([NH:23][C:10]([C:2]2[NH:1][C:5]3[CH:6]=[CH:7][CH:8]=[CH:9][C:4]=3[N:3]=2)=[O:12])[CH2:19][CH2:18]1)([CH3:16])[CH3:15]. (4) Given the reactants Br[C:2]([F:9])([F:8])[C:3]([O:5][CH2:6][CH3:7])=[O:4].C([O:12][CH2:13][C:14]1[C:15](=[O:35])[N:16]2[C:28](=[CH:29][C:30]=1[C:31](=[O:34])[CH2:32][CH3:33])[C:19]1=[N:20][C:21]3[C:26]([CH:27]=[C:18]1[CH2:17]2)=[CH:25][CH:24]=[CH:23][CH:22]=3)=O.[Cl-].[NH4+], predict the reaction product. The product is: [F:8][C:2]([F:9])([C:31]([OH:34])([C:30]1[CH:29]=[C:28]2[N:16]([CH2:17][C:18]3[C:19]2=[N:20][C:21]2[C:26]([CH:27]=3)=[CH:25][CH:24]=[CH:23][CH:22]=2)[C:15](=[O:35])[C:14]=1[CH2:13][OH:12])[CH2:32][CH3:33])[C:3]([O:5][CH2:6][CH3:7])=[O:4]. (5) Given the reactants [CH3:1][O:2][C:3]([C:5]1[CH:6]=[C:7]2[C:12](=[CH:13][CH:14]=1)[NH:11][C:10]([CH3:16])([CH3:15])[CH:9]=[C:8]2[CH3:17])=[O:4].[C:18](OC(=O)C)(=[O:20])[CH3:19], predict the reaction product. The product is: [CH3:1][O:2][C:3]([C:5]1[CH:6]=[C:7]2[C:12](=[CH:13][CH:14]=1)[N:11]([C:18](=[O:20])[CH3:19])[C:10]([CH3:16])([CH3:15])[CH:9]=[C:8]2[CH3:17])=[O:4]. (6) Given the reactants C(OC([N:8]1[CH2:13][CH2:12][CH:11]([N:14]2[CH:18]=[C:17]([C:19]3[CH:20]=[N:21][C:22]([NH2:37])=[C:23]([C:25]4[N:26]=[CH:27][C:28]5[C:33]([CH:34]=4)=[C:32]([Br:35])[CH:31]=[CH:30][C:29]=5[F:36])[CH:24]=3)[CH:16]=[N:15]2)[CH2:10][CH2:9]1)=O)(C)(C)C.[ClH:38].CCOCC, predict the reaction product. The product is: [ClH:38].[ClH:38].[ClH:38].[Br:35][C:32]1[CH:31]=[CH:30][C:29]([F:36])=[C:28]2[C:33]=1[CH:34]=[C:25]([C:23]1[C:22]([NH2:37])=[N:21][CH:20]=[C:19]([C:17]3[CH:16]=[N:15][N:14]([CH:11]4[CH2:10][CH2:9][NH:8][CH2:13][CH2:12]4)[CH:18]=3)[CH:24]=1)[N:26]=[CH:27]2. (7) Given the reactants [N:1]1[C:10]2[C:5](=[CH:6][CH:7]=[CH:8][C:9]=2[CH:11]=O)[CH:4]=[CH:3][CH:2]=1.N1(C2C=C[C:21]([CH:22]=[O:23])=CC=2)C=CC=N1, predict the reaction product. The product is: [N:1]1[C:10]2[C:5](=[CH:6][CH:7]=[CH:8][C:9]=2[CH:11]=[CH:21][CH:22]=[O:23])[CH:4]=[CH:3][CH:2]=1. (8) Given the reactants [O:1]=[C:2]1[C:10]2[C:5](=[CH:6][CH:7]=[CH:8][CH:9]=2)[C:4](=[O:11])[N:3]1[CH2:12]C(Cl)=O.[C:16](=[N:19][OH:20])([NH2:18])[CH3:17], predict the reaction product. The product is: [CH3:17][C:16]1[N:18]=[C:12]([N:3]2[C:4](=[O:11])[C:5]3[C:10](=[CH:9][CH:8]=[CH:7][CH:6]=3)[C:2]2=[O:1])[O:20][N:19]=1. (9) Given the reactants [N:1]1([C:7]2[C:8]3[S:15][C:14]([C:16]4[CH:17]=[N:18][N:19]([CH2:21][CH2:22][N:23]5[CH2:28][CH2:27][O:26][CH2:25][CH2:24]5)[CH:20]=4)=[CH:13][C:9]=3[N:10]=[CH:11][N:12]=2)[CH2:6][CH2:5][NH:4][CH2:3][CH2:2]1.[F:29][C:30]1[CH:35]=[CH:34][C:33]([CH2:36][N:37]=[C:38]=[O:39])=[CH:32][CH:31]=1.C(N(CC)C(C)C)(C)C, predict the reaction product. The product is: [F:29][C:30]1[CH:31]=[CH:32][C:33]([CH2:36][NH:37][C:38]([N:4]2[CH2:5][CH2:6][N:1]([C:7]3[C:8]4[S:15][C:14]([C:16]5[CH:17]=[N:18][N:19]([CH2:21][CH2:22][N:23]6[CH2:24][CH2:25][O:26][CH2:27][CH2:28]6)[CH:20]=5)=[CH:13][C:9]=4[N:10]=[CH:11][N:12]=3)[CH2:2][CH2:3]2)=[O:39])=[CH:34][CH:35]=1.